Task: Predict the reaction yield, written as a fraction of the theoretical maximum amount of product (1.0 means a 100% yield; for example, 0.34 means a 34% yield).. Dataset: Reaction yield outcomes from USPTO patents with 853,638 reactions (1) No catalyst specified. The product is [NH2:1][C:2]1[C:11]2[CH:10]=[CH:9][CH:8]=[C:7]([C:34]3[CH:35]=[N:36][CH:37]=[CH:38][C:33]=3[O:32][CH3:31])[C:6]=2[N:5]=[C:4]2[CH2:13][N:14]([CH2:17][C:18]3[CH:23]=[C:22]([O:24][CH3:25])[CH:21]=[CH:20][C:19]=3[O:26][CH3:27])[C:15](=[O:16])[C:3]=12. The reactants are [NH2:1][C:2]1[C:11]2[CH:10]=[CH:9][CH:8]=[C:7](Br)[C:6]=2[N:5]=[C:4]2[CH2:13][N:14]([CH2:17][C:18]3[CH:23]=[C:22]([O:24][CH3:25])[CH:21]=[CH:20][C:19]=3[O:26][CH3:27])[C:15](=[O:16])[C:3]=12.B(O)O.[CH3:31][O:32][C:33]1[CH:38]=[CH:37][N:36]=[CH:35][C:34]=1B(O)O. The yield is 0.320. (2) The reactants are [CH3:1][O:2][C:3]1[CH:12]=[C:11]2[C:6]([C:7]([CH3:15])([CH3:14])[CH2:8][CH2:9][C:10]2=O)=[CH:5][C:4]=1[CH3:16].[CH3:17][CH2:18][Mg+].[Br-]. No catalyst specified. The product is [CH2:17]([C:10]1[C:11]2[C:6](=[CH:5][C:4]([CH3:16])=[C:3]([O:2][CH3:1])[CH:12]=2)[C:7]([CH3:15])([CH3:14])[CH2:8][CH:9]=1)[CH3:18]. The yield is 0.630. (3) The reactants are Br[C:2]1[CH:3]=[CH:4][C:5]([C:8]2([OH:36])[CH2:13][CH2:12][CH:11]([NH:14][C@H:15]3[CH2:19][CH2:18][N:17]([C:20](=[O:35])[CH2:21][NH:22][C:23](=[O:34])[C:24]4[CH:29]=[CH:28][CH:27]=[C:26]([C:30]([F:33])([F:32])[F:31])[CH:25]=4)[CH2:16]3)[CH2:10][CH2:9]2)=[N:6][CH:7]=1.[CH:37]([C:39]1[CH:44]=[CH:43][CH:42]=[CH:41][C:40]=1B(O)O)=[O:38].C(C1C=CC=CC=1B(O)O)=O.C(=O)([O-])[O-].[Na+].[Na+].C(=O)([O-])[O-].[Na+].[Na+].N#N.ClCCl. The catalyst is CN(C=O)C.Cl[Pd]Cl.C1(P(C2C=CC=CC=2)[C-]2C=CC=C2)C=CC=CC=1.[C-]1(P(C2C=CC=CC=2)C2C=CC=CC=2)C=CC=C1.[Fe+2]. The product is [CH:37]([C:39]1[CH:44]=[CH:43][CH:42]=[CH:41][C:40]=1[C:2]1[CH:3]=[CH:4][C:5]([C:8]2([OH:36])[CH2:13][CH2:12][CH:11]([NH:14][C@H:15]3[CH2:19][CH2:18][N:17]([C:20](=[O:35])[CH2:21][NH:22][C:23](=[O:34])[C:24]4[CH:29]=[CH:28][CH:27]=[C:26]([C:30]([F:32])([F:31])[F:33])[CH:25]=4)[CH2:16]3)[CH2:10][CH2:9]2)=[N:6][CH:7]=1)=[O:38]. The yield is 0.530. (4) The reactants are [Br:1][C:2]1[C:7](=[O:8])[N:6]([C:9]2[CH:10]=[C:11]([CH:15]=[CH:16][C:17]=2[CH3:18])[C:12](O)=[O:13])[C:5]([CH3:19])=[N:4][C:3]=1[O:20][CH2:21][C:22]1[CH:27]=[CH:26][C:25]([F:28])=[CH:24][C:23]=1[F:29].CN1CCOCC1.C(OC(Cl)=O)C(C)C.[CH3:45][C@@H:46]([NH2:49])[CH2:47][OH:48]. The catalyst is CC(N(C)C)=O.ClCCl. The product is [Br:1][C:2]1[C:7](=[O:8])[N:6]([C:9]2[CH:10]=[C:11]([CH:15]=[CH:16][C:17]=2[CH3:18])[C:12]([NH:49][C@H:46]([CH3:45])[CH2:47][OH:48])=[O:13])[C:5]([CH3:19])=[N:4][C:3]=1[O:20][CH2:21][C:22]1[CH:27]=[CH:26][C:25]([F:28])=[CH:24][C:23]=1[F:29]. The yield is 0.490.